From a dataset of Reaction yield outcomes from USPTO patents with 853,638 reactions. Predict the reaction yield, written as a fraction of the theoretical maximum amount of product (1.0 means a 100% yield; for example, 0.34 means a 34% yield). (1) The reactants are [CH2:1]([S:3]([C:6]1[CH:11]=[CH:10][C:9]([C:12]2[C:17]([O:18][CH3:19])=[CH:16][CH:15]=[C:14](B3OC(C)(C)C(C)(C)O3)[CH:13]=2)=[C:8]([O:29][CH3:30])[CH:7]=1)(=[O:5])=[O:4])[CH3:2].Cl[C:32]1[C:33]2[N:40]=[CH:39][N:38]([CH2:41][CH3:42])[C:34]=2[N:35]=[N:36][CH:37]=1. No catalyst specified. The product is [CH2:41]([N:38]1[C:34]2[N:35]=[N:36][CH:37]=[C:32]([C:14]3[CH:13]=[C:12]([C:9]4[CH:10]=[CH:11][C:6]([S:3]([CH2:1][CH3:2])(=[O:4])=[O:5])=[CH:7][C:8]=4[O:29][CH3:30])[C:17]([O:18][CH3:19])=[CH:16][CH:15]=3)[C:33]=2[N:40]=[CH:39]1)[CH3:42]. The yield is 0.130. (2) The reactants are [C:1]([C:4]1[C:22](=[O:23])[C@@:8]2([CH3:24])[C:9]3[C:15]([OH:16])=[CH:14][C:13]([O:17][CH3:18])=[C:12]([C:19]([NH2:21])=[O:20])[C:10]=3[O:11][C:7]2=[CH:6][C:5]=1[OH:25])(=[O:3])[CH3:2].[CH2:26]([C:28]1[CH:37]=[CH:36][C:35]2[C:30](=[C:31]([F:38])[CH:32]=[CH:33][CH:34]=2)[C:29]=1[CH:39]=O)[CH3:27].C([SiH](CC)CC)C.FC(F)(F)C(O)=O. The catalyst is C(#N)C. The product is [C:1]([C:4]1[C:22](=[O:23])[C@@:8]2([CH3:24])[C:9]3[C:15]([OH:16])=[CH:14][C:13]([O:17][CH3:18])=[C:12]([C:19]([NH:21][CH2:39][C:29]4[C:30]5[C:35](=[CH:34][CH:33]=[CH:32][C:31]=5[F:38])[CH:36]=[CH:37][C:28]=4[CH2:26][CH3:27])=[O:20])[C:10]=3[O:11][C:7]2=[CH:6][C:5]=1[OH:25])(=[O:3])[CH3:2]. The yield is 0.420. (3) The reactants are [CH:1]1([CH2:6][C@H:7]([CH2:11][N:12]([CH:21]=[O:22])[O:13][CH2:14][C:15]2[CH:20]=[CH:19][CH:18]=[CH:17][CH:16]=2)[C:8]([OH:10])=O)[CH2:5][CH2:4][CH2:3][CH2:2]1.[CH3:23][C@H:24]1[CH2:29][N:28]([CH3:30])[CH2:27][CH2:26][N:25]1[C:31]1[C:36]([F:37])=[C:35]([NH:38][NH2:39])[N:34]=[C:33]([CH3:40])[N:32]=1.CN1CCOCC1.C1C=NC2N(O)N=NC=2C=1.C(Cl)CCl. The catalyst is CN(C=O)C. The product is [CH:1]1([CH2:6][C@@H:7]([C:8]([NH:39][NH:38][C:35]2[C:36]([F:37])=[C:31]([N:25]3[CH2:26][CH2:27][N:28]([CH3:30])[CH2:29][C@@H:24]3[CH3:23])[N:32]=[C:33]([CH3:40])[N:34]=2)=[O:10])[CH2:11][N:12]([O:13][CH2:14][C:15]2[CH:20]=[CH:19][CH:18]=[CH:17][CH:16]=2)[CH:21]=[O:22])[CH2:2][CH2:3][CH2:4][CH2:5]1. The yield is 0.470. (4) The reactants are [Cl:1][C:2]1[CH:7]=[C:6]([C:8]2[S:23][C:11]3[N:12]=[CH:13][N:14]=[C:15]([C:16]4[CH:17]=[C:18]([NH2:22])[CH:19]=[CH:20][CH:21]=4)[C:10]=3[CH:9]=2)[CH:5]=[CH:4][N:3]=1.N1C=CC=CC=1.[F:30][C:31]([F:42])([F:41])[C:32]1[CH:33]=[C:34]([CH:38]=[CH:39][CH:40]=1)[C:35](Cl)=[O:36]. The catalyst is C(Cl)Cl.O. The product is [Cl:1][C:2]1[CH:7]=[C:6]([C:8]2[S:23][C:11]3[N:12]=[CH:13][N:14]=[C:15]([C:16]4[CH:17]=[C:18]([NH:22][C:35](=[O:36])[C:34]5[CH:38]=[CH:39][CH:40]=[C:32]([C:31]([F:30])([F:41])[F:42])[CH:33]=5)[CH:19]=[CH:20][CH:21]=4)[C:10]=3[CH:9]=2)[CH:5]=[CH:4][N:3]=1. The yield is 1.00. (5) The yield is 0.280. The reactants are [OH-].[Li+].[Cl:3][C:4]1[CH:31]=[CH:30][CH:29]=[C:28]([Cl:32])[C:5]=1[C:6]([NH:8][C@H:9]([C:24]([O:26]C)=[O:25])[CH2:10][C:11]1[CH:16]=[CH:15][C:14]([O:17][CH:18]2[CH2:23][CH2:22][NH:21][CH2:20][CH2:19]2)=[CH:13][CH:12]=1)=[O:7].Cl. The catalyst is O.CO.C(#N)C. The product is [Cl:3][C:4]1[CH:31]=[CH:30][CH:29]=[C:28]([Cl:32])[C:5]=1[C:6]([NH:8][C@H:9]([C:24]([OH:26])=[O:25])[CH2:10][C:11]1[CH:16]=[CH:15][C:14]([O:17][CH:18]2[CH2:19][CH2:20][NH:21][CH2:22][CH2:23]2)=[CH:13][CH:12]=1)=[O:7]. (6) The reactants are C[O:2][C:3](=O)[CH2:4][C:5]1[C:6]([Cl:12])=[N:7][CH:8]=[N:9][C:10]=1[Cl:11].CC(C[AlH]CC(C)C)C. The catalyst is CCOCC. The product is [Cl:11][C:10]1[C:5]([CH2:4][CH2:3][OH:2])=[C:6]([Cl:12])[N:7]=[CH:8][N:9]=1. The yield is 0.970. (7) The reactants are [Br:1][C:2]1[CH:13]=[CH:12][C:5]2[O:6][CH2:7][CH2:8][CH2:9][C:10](=[O:11])[C:4]=2[CH:3]=1.C1CCCCC1.CO[CH:22](OC)[N:23]([CH3:25])[CH3:24]. No catalyst specified. The product is [Br:1][C:2]1[CH:13]=[CH:12][C:5]2[O:6][CH2:7][CH2:8]/[C:9](=[CH:22]\[N:23]([CH3:25])[CH3:24])/[C:10](=[O:11])[C:4]=2[CH:3]=1. The yield is 0.670. (8) The reactants are [H-].[H-].[H-].[H-].[Li+].[Al+3].[CH2:7]([NH:11][C:12](=O)[C@@H:13]([NH:21][C:22](=[O:28])[O:23][C:24]([CH3:27])([CH3:26])[CH3:25])[CH2:14][CH:15]1[CH2:20][CH2:19][CH2:18][CH2:17][CH2:16]1)[CH2:8][CH2:9][CH3:10].O.[OH-].[Na+]. The catalyst is C1COCC1. The product is [C:24]([O:23][C:22]([NH:21][C@@H:13]([CH2:14][CH:15]1[CH2:16][CH2:17][CH2:18][CH2:19][CH2:20]1)[CH2:12][NH:11][CH2:7][CH2:8][CH2:9][CH3:10])=[O:28])([CH3:25])([CH3:26])[CH3:27]. The yield is 0.850. (9) The yield is 0.670. The product is [NH2:1][C:2]1[S:3][C:4]([Cl:21])=[C:5](/[C:7](=[N:11]/[O:12][CH3:13])/[C:8]([OH:10])=[O:9])[N:6]=1. The reactants are [NH2:1][C:2]1[S:3][CH:4]=[C:5](/[C:7](=[N:11]/[O:12][CH3:13])/[C:8]([OH:10])=[O:9])[N:6]=1.C1C(=O)N([Cl:21])C(=O)C1. The catalyst is CN(C=O)C. (10) The reactants are [H-].[H-].[H-].[H-].[Li+].[Al+3].[C:7]1([C:13]2([C:19](O)=[O:20])[CH2:18][CH2:17][CH2:16][CH2:15][CH2:14]2)[CH:12]=[CH:11][CH:10]=[CH:9][CH:8]=1. No catalyst specified. The product is [C:7]1([C:13]2([CH2:19][OH:20])[CH2:18][CH2:17][CH2:16][CH2:15][CH2:14]2)[CH:12]=[CH:11][CH:10]=[CH:9][CH:8]=1. The yield is 0.890.